Dataset: Peptide-MHC class II binding affinity with 134,281 pairs from IEDB. Task: Regression. Given a peptide amino acid sequence and an MHC pseudo amino acid sequence, predict their binding affinity value. This is MHC class II binding data. (1) The peptide sequence is AFKVANTAANAAPAN. The MHC is DRB1_1001 with pseudo-sequence DRB1_1001. The binding affinity (normalized) is 0.855. (2) The peptide sequence is YDKFLANKSTVLTGK. The MHC is DRB1_0405 with pseudo-sequence DRB1_0405. The binding affinity (normalized) is 0.296. (3) The peptide sequence is LGASQRGVGVAQGGV. The MHC is HLA-DQA10201-DQB10301 with pseudo-sequence HLA-DQA10201-DQB10301. The binding affinity (normalized) is 0.497. (4) The peptide sequence is EKKYFAATQVEPLAA. The MHC is HLA-DPA10301-DPB10402 with pseudo-sequence HLA-DPA10301-DPB10402. The binding affinity (normalized) is 0.728.